Dataset: Cav3 T-type calcium channel HTS with 100,875 compounds. Task: Binary Classification. Given a drug SMILES string, predict its activity (active/inactive) in a high-throughput screening assay against a specified biological target. The drug is O=C1c2c(c3c(C1=O)cccc3)ccc(N)c2. The result is 0 (inactive).